This data is from Catalyst prediction with 721,799 reactions and 888 catalyst types from USPTO. The task is: Predict which catalyst facilitates the given reaction. (1) Reactant: [NH2:1][C:2]1[C:7]([C:8]2[CH:13]=[CH:12][CH:11]=[C:10]([F:14])[CH:9]=2)=[C:6]([C:15](=[O:17])[CH3:16])[CH:5]=[C:4]([Cl:18])[C:3]=1[CH3:19].Cl[CH2:21][CH2:22][CH2:23][C:24](Cl)=[O:25].CC(C)([O-])C.[K+]. Product: [C:15]([C:6]1[C:7]([C:8]2[CH:13]=[CH:12][CH:11]=[C:10]([F:14])[CH:9]=2)=[C:2]([N:1]2[CH2:21][CH2:22][CH2:23][C:24]2=[O:25])[C:3]([CH3:19])=[C:4]([Cl:18])[CH:5]=1)(=[O:17])[CH3:16]. The catalyst class is: 367. (2) Reactant: [F:1][C:2]1[CH:7]=[CH:6][CH:5]=[CH:4][C:3]=1[CH2:8][NH:9][C:10]1[CH:15]=[CH:14][C:13]([C:16]2[CH2:17][CH2:18][C@@H:19]([C:21]([O:23][CH3:24])=[O:22])[N:20]=2)=[CH:12][CH:11]=1.[H][H]. Product: [F:1][C:2]1[CH:7]=[CH:6][CH:5]=[CH:4][C:3]=1[CH2:8][NH:9][C:10]1[CH:15]=[CH:14][C:13]([C@@H:16]2[NH:20][C@H:19]([C:21]([O:23][CH3:24])=[O:22])[CH2:18][CH2:17]2)=[CH:12][CH:11]=1. The catalyst class is: 13. (3) Reactant: [NH2:1][CH2:2][CH2:3][CH2:4][CH2:5][N:6]1[C:10]2[CH:11]=[CH:12][CH:13]=[CH:14][C:9]=2[N:8]=[C:7]1[CH2:15][N:16]([CH3:27])[CH:17]1[C:26]2[N:25]=[CH:24][CH:23]=[CH:22][C:21]=2[CH2:20][CH2:19][CH2:18]1.C(N(CC)C(C)C)(C)C.[CH3:37][S:38](Cl)(=[O:40])=[O:39].C([O-])(O)=O.[Na+]. Product: [CH3:27][N:16]([CH2:15][C:7]1[N:6]([CH2:5][CH2:4][CH2:3][CH2:2][NH:1][S:38]([CH3:37])(=[O:40])=[O:39])[C:10]2[CH:11]=[CH:12][CH:13]=[CH:14][C:9]=2[N:8]=1)[CH:17]1[C:26]2[N:25]=[CH:24][CH:23]=[CH:22][C:21]=2[CH2:20][CH2:19][CH2:18]1. The catalyst class is: 4.